Predict the reaction yield, written as a fraction of the theoretical maximum amount of product (1.0 means a 100% yield; for example, 0.34 means a 34% yield). From a dataset of Reaction yield outcomes from USPTO patents with 853,638 reactions. (1) The reactants are [F:1][C:2]([F:7])([F:6])[C:3]([OH:5])=[O:4].[CH:8]1([CH:13]([N:19]2[CH:23]=[C:22]([C:24]3[C:25]4[CH:32]=[CH:31][NH:30][C:26]=4[N:27]=[CH:28][N:29]=3)[CH:21]=[N:20]2)[CH2:14][CH:15]=[C:16]([F:18])[F:17])[CH2:12][CH2:11][CH2:10][CH2:9]1. The catalyst is CO.[Pd]. The product is [F:1][C:2]([F:7])([F:6])[C:3]([OH:5])=[O:4].[CH:8]1([CH:13]([N:19]2[CH:23]=[C:22]([C:24]3[C:25]4[CH:32]=[CH:31][NH:30][C:26]=4[N:27]=[CH:28][N:29]=3)[CH:21]=[N:20]2)[CH2:14][CH2:15][CH:16]([F:17])[F:18])[CH2:12][CH2:11][CH2:10][CH2:9]1. The yield is 0.210. (2) The reactants are Br[C:2]1[CH:3]=[C:4]2[C:8](=[CH:9][CH:10]=1)[CH:7]([NH:11][C:12](=[O:15])[CH2:13][CH3:14])[CH2:6][CH2:5]2.O.[CH3:17][N:18]1CCCC1=O. No catalyst specified. The product is [C:17]([C:2]1[CH:3]=[C:4]2[C:8](=[CH:9][CH:10]=1)[CH:7]([NH:11][C:12](=[O:15])[CH2:13][CH3:14])[CH2:6][CH2:5]2)#[N:18]. The yield is 0.500. (3) The reactants are [BH4-].[Na+].[CH:3]([C:5]1[CH:6]=[C:7]2[C:12](=[CH:13][CH:14]=1)[CH:11]=[C:10]([S:15]([CH2:18][CH2:19][C:20]([O:22][C:23]([CH3:26])([CH3:25])[CH3:24])=[O:21])(=[O:17])=[O:16])[CH:9]=[CH:8]2)=[O:4]. The catalyst is C(O)C. The product is [OH:4][CH2:3][C:5]1[CH:6]=[C:7]2[C:12](=[CH:13][CH:14]=1)[CH:11]=[C:10]([S:15]([CH2:18][CH2:19][C:20]([O:22][C:23]([CH3:26])([CH3:25])[CH3:24])=[O:21])(=[O:17])=[O:16])[CH:9]=[CH:8]2. The yield is 0.990.